From a dataset of NCI-60 drug combinations with 297,098 pairs across 59 cell lines. Regression. Given two drug SMILES strings and cell line genomic features, predict the synergy score measuring deviation from expected non-interaction effect. (1) Drug 1: CN1C2=C(C=C(C=C2)N(CCCl)CCCl)N=C1CCCC(=O)O.Cl. Drug 2: CS(=O)(=O)OCCCCOS(=O)(=O)C. Cell line: MDA-MB-231. Synergy scores: CSS=8.66, Synergy_ZIP=-2.59, Synergy_Bliss=1.00, Synergy_Loewe=4.22, Synergy_HSA=2.13. (2) Drug 1: CNC(=O)C1=NC=CC(=C1)OC2=CC=C(C=C2)NC(=O)NC3=CC(=C(C=C3)Cl)C(F)(F)F. Drug 2: N.N.Cl[Pt+2]Cl. Cell line: SK-OV-3. Synergy scores: CSS=8.93, Synergy_ZIP=-4.46, Synergy_Bliss=2.34, Synergy_Loewe=-16.3, Synergy_HSA=-1.95. (3) Drug 1: C1CN(CCN1C(=O)CCBr)C(=O)CCBr. Drug 2: C(CN)CNCCSP(=O)(O)O. Cell line: M14. Synergy scores: CSS=23.1, Synergy_ZIP=-3.59, Synergy_Bliss=-2.50, Synergy_Loewe=-10.5, Synergy_HSA=-2.74. (4) Drug 1: CC12CCC3C(C1CCC2O)C(CC4=C3C=CC(=C4)O)CCCCCCCCCS(=O)CCCC(C(F)(F)F)(F)F. Drug 2: COC1=C2C(=CC3=C1OC=C3)C=CC(=O)O2. Cell line: MOLT-4. Synergy scores: CSS=-10.6, Synergy_ZIP=14.2, Synergy_Bliss=7.46, Synergy_Loewe=-6.79, Synergy_HSA=-5.98. (5) Drug 1: CC1=CC2C(CCC3(C2CCC3(C(=O)C)OC(=O)C)C)C4(C1=CC(=O)CC4)C. Drug 2: CN(C)C1=NC(=NC(=N1)N(C)C)N(C)C. Cell line: MOLT-4. Synergy scores: CSS=3.09, Synergy_ZIP=0.569, Synergy_Bliss=2.23, Synergy_Loewe=-3.42, Synergy_HSA=-2.25.